Dataset: Reaction yield outcomes from USPTO patents with 853,638 reactions. Task: Predict the reaction yield, written as a fraction of the theoretical maximum amount of product (1.0 means a 100% yield; for example, 0.34 means a 34% yield). (1) The reactants are [CH3:1][C:2]1[CH:3]=[CH:4][C:5]([NH:8][C:9]([NH2:11])=[S:10])=[N:6][CH:7]=1.Br[CH2:13][C:14]([C:16]1[CH:21]=[CH:20][C:19]([O:22][CH3:23])=[CH:18][C:17]=1[O:24][CH3:25])=O. No catalyst specified. The product is [CH3:25][O:24][C:17]1[CH:18]=[C:19]([O:22][CH3:23])[CH:20]=[CH:21][C:16]=1[C:14]1[N:11]=[C:9]([NH:8][C:5]2[CH:4]=[CH:3][C:2]([CH3:1])=[CH:7][N:6]=2)[S:10][CH:13]=1. The yield is 0.780. (2) The reactants are CCN(C(C)C)C(C)C.[CH:10]1[C:22]2[CH2:21][C:20]3[C:15](=[CH:16][CH:17]=[CH:18][CH:19]=3)[C:14]=2[CH:13]=[CH:12][C:11]=1[C:23]([OH:25])=O.C1C=CC2N(O)N=NC=2C=1.CCN=C=NCCCN(C)C.Cl.[NH2:48][CH2:49][C:50]([N:52]1[CH2:57][CH2:56][N:55]([C:58](=[O:69])[C:59]2[CH:64]=[CH:63][CH:62]=[CH:61][C:60]=2[C:65]([F:68])([F:67])[F:66])[CH2:54][CH2:53]1)=[O:51]. The catalyst is CN(C=O)C.O. The product is [O:51]=[C:50]([N:52]1[CH2:53][CH2:54][N:55]([C:58](=[O:69])[C:59]2[CH:64]=[CH:63][CH:62]=[CH:61][C:60]=2[C:65]([F:68])([F:67])[F:66])[CH2:56][CH2:57]1)[CH2:49][NH:48][C:23]([C:11]1[CH:12]=[CH:13][C:14]2[C:15]3[C:20](=[CH:19][CH:18]=[CH:17][CH:16]=3)[CH2:21][C:22]=2[CH:10]=1)=[O:25]. The yield is 0.434. (3) No catalyst specified. The yield is 0.764. The product is [C:15]([C:10]1[C:11](=[O:14])[N:12]([CH2:23][C:22]2[CH:25]=[CH:26][CH:27]=[CH:28][C:21]=2[Cl:20])[N:13]=[C:8]([C:5]2[CH:6]=[CH:7][C:2]([F:1])=[C:3]([CH3:19])[CH:4]=2)[CH:9]=1)([OH:17])=[O:16]. The reactants are [F:1][C:2]1[CH:7]=[CH:6][C:5]([C:8]2[CH:9]=[C:10]([C:15]([O:17]C)=[O:16])[C:11](=[O:14])[NH:12][N:13]=2)=[CH:4][C:3]=1[CH3:19].[Cl:20][C:21]1[CH:28]=[CH:27][CH:26]=[CH:25][C:22]=1[CH2:23]Cl.